From a dataset of Full USPTO retrosynthesis dataset with 1.9M reactions from patents (1976-2016). Predict the reactants needed to synthesize the given product. Given the product [C:37]([N:26]1[C:25](=[O:41])[C:24]([NH:23][CH2:22][CH2:21][CH2:20][O:8][C:3]2[CH:4]=[CH:5][CH:6]=[CH:7][C:2]=2[Cl:1])=[C:28]([C:29]2[CH:30]=[CH:31][CH:32]=[CH:33][CH:34]=2)[S:27]1(=[O:35])=[O:36])([CH3:38])([CH3:39])[CH3:40], predict the reactants needed to synthesize it. The reactants are: [Cl:1][C:2]1[CH:7]=[CH:6][CH:5]=[CH:4][C:3]=1[OH:8].CC1C=CC(S(O[CH2:20][CH2:21][CH2:22][NH:23][C:24]2[C:25](=[O:41])[N:26]([C:37]([CH3:40])([CH3:39])[CH3:38])[S:27](=[O:36])(=[O:35])[C:28]=2[C:29]2[CH:34]=[CH:33][CH:32]=[CH:31][CH:30]=2)(=O)=O)=CC=1.